From a dataset of Full USPTO retrosynthesis dataset with 1.9M reactions from patents (1976-2016). Predict the reactants needed to synthesize the given product. (1) Given the product [F:23][C:13]([F:24])([CH:10]1[CH2:11][CH2:12][NH:8][CH2:9]1)[CH2:14][OH:15], predict the reactants needed to synthesize it. The reactants are: C([N:8]1[CH2:12][CH2:11][CH:10]([C:13]([F:24])([F:23])[CH2:14][O:15]CC2C=CC=CC=2)[CH2:9]1)C1C=CC=CC=1. (2) Given the product [NH4+:4].[OH-:1].[CH2:24]([O:25][C:19](=[O:21])[CH:20]=[C:2]1[CH2:5][N:4]([C:6]([O:8][C:9]([CH3:12])([CH3:11])[CH3:10])=[O:7])[CH2:3]1)[CH3:23], predict the reactants needed to synthesize it. The reactants are: [O:1]=[C:2]1[CH2:5][N:4]([C:6]([O:8][C:9]([CH3:12])([CH3:11])[CH3:10])=[O:7])[CH2:3]1.[H-].[Na+].C(Cl)Cl.C[CH:19]([OH:21])[CH3:20].C1C[O:25][CH2:24][CH2:23]1. (3) Given the product [OH:8][NH:9][C:10]([CH:12]([CH2:16][CH:17]([CH3:19])[CH3:18])[C:13]([OH:15])=[O:14])=[O:11], predict the reactants needed to synthesize it. The reactants are: C([O:8][NH:9][C:10]([CH:12]([CH2:16][CH:17]([CH3:19])[CH3:18])[C:13]([OH:15])=[O:14])=[O:11])C1C=CC=CC=1. (4) The reactants are: [NH2:1][C:2]1[N:3]=[C:4]2[CH:9]=[CH:8][C:7]([O:10][C:11]3[CH:12]=[C:13]([NH:17][C:18](=[O:29])[C:19]4[CH:24]=[CH:23][CH:22]=[C:21]([C:25]([F:28])([F:27])[F:26])[CH:20]=4)[CH:14]=[CH:15][CH:16]=3)=[N:6][N:5]2[CH:30]=1.[C:31](Cl)(=[O:34])[O:32][CH3:33].C(N(CC)CC)C. Given the product [CH3:33][O:32][C:31](=[O:34])[NH:1][C:2]1[N:3]=[C:4]2[CH:9]=[CH:8][C:7]([O:10][C:11]3[CH:16]=[CH:15][CH:14]=[C:13]([NH:17][C:18](=[O:29])[C:19]4[CH:24]=[CH:23][CH:22]=[C:21]([C:25]([F:28])([F:27])[F:26])[CH:20]=4)[CH:12]=3)=[N:6][N:5]2[CH:30]=1, predict the reactants needed to synthesize it. (5) Given the product [CH3:24][O:23][C:21](=[O:22])[C:20](=[CH:10][C:9]1[CH:12]=[CH:13][C:6]([F:5])=[CH:7][CH:8]=1)[CH:15]([CH3:14])[C:16]([OH:18])=[O:17], predict the reactants needed to synthesize it. The reactants are: [H-].[Na+].CO.[F:5][C:6]1[CH:13]=[CH:12][C:9]([CH:10]=O)=[CH:8][CH:7]=1.[CH3:14][CH:15]([CH2:20][C:21]([O:23][CH3:24])=[O:22])[C:16]([O:18]C)=[O:17].[H][H].Cl.